Dataset: Forward reaction prediction with 1.9M reactions from USPTO patents (1976-2016). Task: Predict the product of the given reaction. (1) Given the reactants [C:1]([O:5][C:6]([C:8]1[CH:20]=[C:19]([C:21]2[C:22]([CH3:27])=[N:23][O:24][C:25]=2[CH3:26])[CH:18]=[C:17]2[C:9]=1[C:10]1[CH:11]=[C:12]([C:36]([OH:38])=O)[CH:13]=[CH:14][C:15]=1[N:16]2[CH2:28][C:29]1[CH:34]=[CH:33][C:32]([F:35])=[CH:31][CH:30]=1)=[O:7])([CH3:4])([CH3:3])[CH3:2].CN(C(ON1N=NC2C=CC(=CC1=2)Cl)=[N+](C)C)C.F[P-](F)(F)(F)(F)F.[F:64][CH:65]1[CH2:68][NH:67][CH2:66]1.O, predict the reaction product. The product is: [CH3:27][C:22]1[C:21]([C:19]2[CH:20]=[C:8]([C:6]([O:5][C:1]([CH3:4])([CH3:2])[CH3:3])=[O:7])[C:9]3[C:10]4[C:15](=[CH:14][CH:13]=[C:12]([C:36]([N:67]5[CH2:68][CH:65]([F:64])[CH2:66]5)=[O:38])[CH:11]=4)[N:16]([CH2:28][C:29]4[CH:30]=[CH:31][C:32]([F:35])=[CH:33][CH:34]=4)[C:17]=3[CH:18]=2)=[C:25]([CH3:26])[O:24][N:23]=1. (2) Given the reactants [CH:1]([C:4]1([CH3:19])[S:8][C:7]([NH:9][C@H:10]2[CH2:15][C@H:14]3[CH2:16][C@@H:11]2[CH2:12][C:13]3=[O:17])=[N:6][C:5]1=[O:18])([CH3:3])[CH3:2].CCC(C)[BH-](C(C)CC)C(C)CC.[Li+], predict the reaction product. The product is: [OH:17][C@@H:13]1[CH2:12][C@H:11]2[CH2:16][C@@H:14]1[CH2:15][C@@H:10]2[NH:9][C:7]1[S:8][C:4]([CH:1]([CH3:3])[CH3:2])([CH3:19])[C:5](=[O:18])[N:6]=1. (3) Given the reactants [C:1]1([S:7][CH2:8][C@H:9]([NH:15][C:16]2[CH:21]=[CH:20][C:19]([S:22](=[O:25])(=[O:24])[NH2:23])=[CH:18][C:17]=2[S:26]([C:29]([F:32])([F:31])[F:30])(=[O:28])=[O:27])[CH2:10][C:11]([O:13]C)=[O:12])[CH:6]=[CH:5][CH:4]=[CH:3][CH:2]=1.C1COCC1.CO.[Li+].[OH-], predict the reaction product. The product is: [C:1]1([S:7][CH2:8][C@H:9]([NH:15][C:16]2[CH:21]=[CH:20][C:19]([S:22](=[O:24])(=[O:25])[NH2:23])=[CH:18][C:17]=2[S:26]([C:29]([F:30])([F:31])[F:32])(=[O:28])=[O:27])[CH2:10][C:11]([OH:13])=[O:12])[CH:6]=[CH:5][CH:4]=[CH:3][CH:2]=1. (4) Given the reactants C1(C)C=CC(S([N:10]([CH2:18][CH2:19][N:20](S(C2C=CC(C)=CC=2)(=O)=O)[CH2:21][CH2:22][N:23](S(C2C=CC(C)=CC=2)(=O)=O)[CH2:24][CH3:25])[CH2:11][CH2:12][CH2:13][CH2:14][CH2:15][CH2:16][OH:17])(=O)=O)=CC=1.P([O-])([O-])(O)=O.[Na+].[Na+], predict the reaction product. The product is: [CH2:16]([OH:17])[CH2:15][CH2:14][CH2:13][CH2:12][CH2:11][NH:10][CH2:18][CH2:19][NH:20][CH2:21][CH2:22][NH:23][CH2:24][CH3:25]. (5) Given the reactants N[CH:2]([C:7](=[O:36])[NH:8][CH2:9][C:10]([CH3:35])([CH3:34])[CH2:11][CH2:12][CH2:13][CH2:14][O:15][C:16]1[CH:21]=[C:20]([C:22]2[CH:27]=[CH:26][CH:25]=[CH:24][CH:23]=2)[CH:19]=[C:18]([C:28]2[CH:33]=[CH:32][CH:31]=[CH:30][CH:29]=2)[N:17]=1)[CH2:3][C:4]([OH:6])=[O:5].C([N:39](CC)CC)C.[C:44]([O:48][C:49]([O:51]C(OC(C)(C)C)=O)=O)([CH3:47])([CH3:46])[CH3:45], predict the reaction product. The product is: [C:44]([O:48][C:49]([NH:39][CH:3]([CH2:2][C:7](=[O:36])[NH:8][CH2:9][C:10]([CH3:34])([CH3:35])[CH2:11][CH2:12][CH2:13][CH2:14][O:15][C:16]1[CH:21]=[C:20]([C:22]2[CH:27]=[CH:26][CH:25]=[CH:24][CH:23]=2)[CH:19]=[C:18]([C:28]2[CH:33]=[CH:32][CH:31]=[CH:30][CH:29]=2)[N:17]=1)[C:4]([OH:6])=[O:5])=[O:51])([CH3:47])([CH3:46])[CH3:45]. (6) Given the reactants C([O:3][C:4]([C:6]1[NH:7][C:8]2[C:13]([CH:14]=1)=[C:12]([O:15][C:16]1[CH:21]=[CH:20][CH:19]=[C:18]([F:22])[CH:17]=1)[CH:11]=[CH:10][CH:9]=2)=[O:5])C.[Li+].[OH-], predict the reaction product. The product is: [F:22][C:18]1[CH:17]=[C:16]([CH:21]=[CH:20][CH:19]=1)[O:15][C:12]1[CH:11]=[CH:10][CH:9]=[C:8]2[C:13]=1[CH:14]=[C:6]([C:4]([OH:5])=[O:3])[NH:7]2. (7) Given the reactants Br[C:2]1[CH:7]=[CH:6][C:5]([C:8]2([NH:11][C:12](=[O:22])[O:13][C@H:14]3[CH:19]4[CH2:20][CH2:21][N:16]([CH2:17][CH2:18]4)[CH2:15]3)[CH2:10][CH2:9]2)=[CH:4][CH:3]=1.[F:23][C:24]1[CH:29]=[C:28]([F:30])[CH:27]=[CH:26][C:25]=1B(O)O, predict the reaction product. The product is: [N:16]12[CH2:21][CH2:20][CH:19]([CH2:18][CH2:17]1)[C@H:14]([O:13][C:12](=[O:22])[NH:11][C:8]1([C:5]3[CH:6]=[CH:7][C:2]([C:27]4[CH:26]=[CH:25][C:24]([F:23])=[CH:29][C:28]=4[F:30])=[CH:3][CH:4]=3)[CH2:10][CH2:9]1)[CH2:15]2.